Dataset: NCI-60 drug combinations with 297,098 pairs across 59 cell lines. Task: Regression. Given two drug SMILES strings and cell line genomic features, predict the synergy score measuring deviation from expected non-interaction effect. (1) Synergy scores: CSS=39.2, Synergy_ZIP=16.9, Synergy_Bliss=16.7, Synergy_Loewe=7.25, Synergy_HSA=16.3. Cell line: MALME-3M. Drug 2: CC1=C2C(C(=O)C3(C(CC4C(C3C(C(C2(C)C)(CC1OC(=O)C(C(C5=CC=CC=C5)NC(=O)OC(C)(C)C)O)O)OC(=O)C6=CC=CC=C6)(CO4)OC(=O)C)OC)C)OC. Drug 1: CS(=O)(=O)C1=CC(=C(C=C1)C(=O)NC2=CC(=C(C=C2)Cl)C3=CC=CC=N3)Cl. (2) Drug 1: C1CC(=O)NC(=O)C1N2CC3=C(C2=O)C=CC=C3N. Drug 2: CCC1=CC2CC(C3=C(CN(C2)C1)C4=CC=CC=C4N3)(C5=C(C=C6C(=C5)C78CCN9C7C(C=CC9)(C(C(C8N6C)(C(=O)OC)O)OC(=O)C)CC)OC)C(=O)OC.C(C(C(=O)O)O)(C(=O)O)O. Cell line: TK-10. Synergy scores: CSS=18.8, Synergy_ZIP=5.52, Synergy_Bliss=9.32, Synergy_Loewe=-7.02, Synergy_HSA=9.80. (3) Drug 1: CCCS(=O)(=O)NC1=C(C(=C(C=C1)F)C(=O)C2=CNC3=C2C=C(C=N3)C4=CC=C(C=C4)Cl)F. Drug 2: C1=CN(C=N1)CC(O)(P(=O)(O)O)P(=O)(O)O. Cell line: SW-620. Synergy scores: CSS=-12.1, Synergy_ZIP=10.00, Synergy_Bliss=6.02, Synergy_Loewe=-11.3, Synergy_HSA=-12.2. (4) Drug 1: C1CC(=O)NC(=O)C1N2CC3=C(C2=O)C=CC=C3N. Drug 2: CN1C(=O)N2C=NC(=C2N=N1)C(=O)N. Cell line: COLO 205. Synergy scores: CSS=0.725, Synergy_ZIP=1.10, Synergy_Bliss=2.89, Synergy_Loewe=-0.446, Synergy_HSA=-1.80. (5) Cell line: LOX IMVI. Synergy scores: CSS=29.6, Synergy_ZIP=2.98, Synergy_Bliss=4.28, Synergy_Loewe=-12.4, Synergy_HSA=1.64. Drug 1: CC1=C(C(=O)C2=C(C1=O)N3CC4C(C3(C2COC(=O)N)OC)N4)N. Drug 2: C1C(C(OC1N2C=NC(=NC2=O)N)CO)O.